Dataset: Peptide-MHC class I binding affinity with 185,985 pairs from IEDB/IMGT. Task: Regression. Given a peptide amino acid sequence and an MHC pseudo amino acid sequence, predict their binding affinity value. This is MHC class I binding data. (1) The peptide sequence is TPFGQQRVF. The MHC is HLA-B35:01 with pseudo-sequence HLA-B35:01. The binding affinity (normalized) is 0.739. (2) The peptide sequence is SYMMDDLELI. The MHC is HLA-A01:01 with pseudo-sequence HLA-A01:01. The binding affinity (normalized) is 0.0847.